From a dataset of Full USPTO retrosynthesis dataset with 1.9M reactions from patents (1976-2016). Predict the reactants needed to synthesize the given product. (1) Given the product [Cl:10][C:11]1[N:16]=[CH:15][C:14]([O:17][C:2]2[N:7]=[CH:6][C:5]([CH:8]=[O:9])=[CH:4][CH:3]=2)=[CH:13][CH:12]=1, predict the reactants needed to synthesize it. The reactants are: Br[C:2]1[N:7]=[CH:6][C:5]([CH:8]=[O:9])=[CH:4][CH:3]=1.[Cl:10][C:11]1[N:16]=[CH:15][C:14]([OH:17])=[CH:13][CH:12]=1.C([O-])([O-])=O.[K+].[K+]. (2) Given the product [CH3:22][Si:21]([N:1]([C:2]1[N:7]=[CH:6][N:5]=[CH:4][N:3]=1)[Si:21]([CH3:24])([CH3:23])[CH3:22])([CH3:24])[CH3:23], predict the reactants needed to synthesize it. The reactants are: [NH2:1][C:2]1[N:7]=[CH:6][N:5]=[CH:4][N:3]=1.C(N(CC)CC)C.FC(F)(F)S(O[Si:21]([CH3:24])([CH3:23])[CH3:22])(=O)=O. (3) Given the product [CH3:5][O:6][C:7]1[N:15]=[C:14]2[NH:13][CH:12]=[C:11]([C:16](=[O:18])[CH3:17])[C:10]2=[CH:9][CH:8]=1, predict the reactants needed to synthesize it. The reactants are: [Al+3].[Cl-].[Cl-].[Cl-].[CH3:5][O:6][C:7]1[N:15]=[C:14]2[C:10]([CH:11]=[CH:12][NH:13]2)=[CH:9][CH:8]=1.[C:16](Cl)(=[O:18])[CH3:17].CO. (4) The reactants are: [NH2:1][C:2]1[C:7]([N+:8]([O-:10])=[O:9])=[CH:6][CH:5]=[C:4](Cl)[N:3]=1.O1CCOCC1.[NH:18]1[CH2:22][CH2:21][CH:20]([OH:23])[CH2:19]1. Given the product [NH2:1][C:2]1[N:3]=[C:4]([N:18]2[CH2:22][CH2:21][CH:20]([OH:23])[CH2:19]2)[CH:5]=[CH:6][C:7]=1[N+:8]([O-:10])=[O:9], predict the reactants needed to synthesize it. (5) Given the product [C:6]([C:5]1[C:8]([N+:12]([O-:14])=[O:13])=[CH:9][CH:10]=[CH:11][C:4]=1[O:15][CH2:16][CH:17]1[CH2:22][CH2:21][N:20]([C:23]([O:25][C:26]([CH3:29])([CH3:28])[CH3:27])=[O:24])[CH2:19][CH2:18]1)#[N:7], predict the reactants needed to synthesize it. The reactants are: [N+]([C:4]1[CH:11]=[CH:10][CH:9]=[C:8]([N+:12]([O-:14])=[O:13])[C:5]=1[C:6]#[N:7])([O-])=O.[OH:15][CH2:16][CH:17]1[CH2:22][CH2:21][N:20]([C:23]([O:25][C:26]([CH3:29])([CH3:28])[CH3:27])=[O:24])[CH2:19][CH2:18]1. (6) The reactants are: O(C1C=CC(CCN)=CC=1)C1C=CC=CC=1.I[C:18]1[CH:61]=[CH:60][C:21]([CH2:22][N:23]([C:55](=[O:59])[C:56]([OH:58])=[O:57])[CH2:24][C:25]2[CH:30]=[CH:29][C:28]([C:31]3[CH:36]=[CH:35][C:34]([C:37]([NH:39][CH2:40][CH2:41][C:42]4[CH:47]=[CH:46][C:45]([O:48][C:49]5[CH:54]=[CH:53][CH:52]=[CH:51][CH:50]=5)=[CH:44][CH:43]=4)=[O:38])=[CH:33][CH:32]=3)=[CH:27][CH:26]=2)=[CH:20][CH:19]=1.[F:62][C:63]([F:74])([F:73])[O:64]C1C=CC=CC=1C=O. Given the product [O:59]=[C:55]([N:23]([CH2:24][C:25]1[CH:30]=[CH:29][C:28]([C:31]2[CH:36]=[CH:35][C:34]([C:37]([NH:39][CH2:40][CH2:41][C:42]3[CH:47]=[CH:46][C:45]([O:48][C:49]4[CH:54]=[CH:53][CH:52]=[CH:51][CH:50]=4)=[CH:44][CH:43]=3)=[O:38])=[CH:33][CH:32]=2)=[CH:27][CH:26]=1)[CH2:22][C:21]1[CH:60]=[CH:61][CH:18]=[CH:19][C:20]=1[O:64][C:63]([F:74])([F:73])[F:62])[C:56]([OH:58])=[O:57], predict the reactants needed to synthesize it. (7) Given the product [CH2:1]([N:8]1[CH2:9][CH2:10][C:11]([N:21]([C:22]2[CH:27]=[CH:26][CH:25]=[CH:24][CH:23]=2)[C:30](=[O:31])[C:29]([F:40])([F:39])[F:28])([C:14]2[CH:19]=[CH:18][CH:17]=[C:16]([CH3:20])[N:15]=2)[CH2:12][CH2:13]1)[C:2]1[CH:3]=[CH:4][CH:5]=[CH:6][CH:7]=1, predict the reactants needed to synthesize it. The reactants are: [CH2:1]([N:8]1[CH2:13][CH2:12][C:11]([NH:21][C:22]2[CH:27]=[CH:26][CH:25]=[CH:24][CH:23]=2)([C:14]2[CH:19]=[CH:18][CH:17]=[C:16]([CH3:20])[N:15]=2)[CH2:10][CH2:9]1)[C:2]1[CH:7]=[CH:6][CH:5]=[CH:4][CH:3]=1.[F:28][C:29]([F:40])([F:39])[C:30](O[C:30](=[O:31])[C:29]([F:40])([F:39])[F:28])=[O:31].